This data is from Full USPTO retrosynthesis dataset with 1.9M reactions from patents (1976-2016). The task is: Predict the reactants needed to synthesize the given product. Given the product [CH:9]1([O:12][C:13]2[CH:14]=[C:15]([C:2]3[CH:8]=[CH:7][C:5]([NH2:6])=[CH:4][CH:3]=3)[CH:16]=[CH:17][CH:18]=2)[CH2:11][CH2:10]1, predict the reactants needed to synthesize it. The reactants are: Br[C:2]1[CH:8]=[CH:7][C:5]([NH2:6])=[CH:4][CH:3]=1.[CH:9]([O:12][C:13]1[CH:14]=[C:15](B(O)O)[CH:16]=[CH:17][CH:18]=1)([CH3:11])[CH3:10].